This data is from Forward reaction prediction with 1.9M reactions from USPTO patents (1976-2016). The task is: Predict the product of the given reaction. (1) Given the reactants [CH2:1]([OH:6])[C:2]#[C:3][CH2:4]O.[CH:7]1[CH:12]=[CH:11][CH:10]=[CH:9][CH:8]=1.[N:13]1[CH:18]=[CH:17][CH:16]=[CH:15][CH:14]=1.[C:19](Cl)(=[O:26])[C:20]1[CH:25]=[CH:24][CH:23]=[CH:22][CH:21]=1.[CH:28](Cl)(Cl)Cl, predict the reaction product. The product is: [C:19]([O:6][CH2:1][C:2]#[C:3][CH2:4][N:13]1[CH2:18][CH2:17][CH:16]([CH2:28][C:7]2[CH:12]=[CH:11][CH:10]=[CH:9][CH:8]=2)[CH2:15][CH2:14]1)(=[O:26])[C:20]1[CH:25]=[CH:24][CH:23]=[CH:22][CH:21]=1. (2) Given the reactants [NH2:1][C:2]1[CH:14]=[CH:13][C:12]([C:15]2[CH:16]=[N:17][N:18]([CH2:20][CH2:21][CH2:22][OH:23])[CH:19]=2)=[CH:11][C:3]=1[C:4]([N:6](CC)[CH2:7]C)=[O:5].NC1C(C(NC)=O)=C([Cl:35])C(Br)=CC=1, predict the reaction product. The product is: [NH2:1][C:2]1[C:3]([C:4]([NH:6][CH3:7])=[O:5])=[C:11]([Cl:35])[C:12]([C:15]2[CH:16]=[N:17][N:18]([CH2:20][CH2:21][CH2:22][OH:23])[CH:19]=2)=[CH:13][CH:14]=1.